Dataset: Forward reaction prediction with 1.9M reactions from USPTO patents (1976-2016). Task: Predict the product of the given reaction. (1) Given the reactants [NH2:1][C:2]1[C:6]2[CH:7]=[C:8]([Br:11])[CH:9]=[CH:10][C:5]=2[O:4][C:3]=1[C:12]([NH2:14])=[O:13].NC1C2C=C(Cl)C=CC=2OC=1C(N)=O.[Br:29][C:30]1[CH:37]=[CH:36][C:35]([O:38][CH3:39])=[CH:34][C:31]=1[CH:32]=O.ClC1C=CC=CC=1C=O, predict the reaction product. The product is: [Br:11][C:8]1[CH:9]=[CH:10][C:5]2[O:4][C:3]3[C:12](=[O:13])[NH:14][C:32]([C:31]4[CH:34]=[C:35]([O:38][CH3:39])[CH:36]=[CH:37][C:30]=4[Br:29])=[N:1][C:2]=3[C:6]=2[CH:7]=1. (2) Given the reactants [C:1]1([C:35]2[CH:40]=[CH:39][CH:38]=[CH:37][CH:36]=2)[CH:6]=[CH:5][C:4]([C:7]([N:9]2[CH2:14][CH2:13][N:12]([C:15]3[C:16]4[CH:32]=[C:31]([CH2:33][CH3:34])[S:30][C:17]=4[N:18]=[C:19]([NH:21][C:22](=[O:29])[CH2:23][CH2:24][C:25]([O:27]C)=[O:26])[N:20]=3)[CH2:11][CH2:10]2)=[O:8])=[CH:3][CH:2]=1.[OH-].[Li+].CO.Cl, predict the reaction product. The product is: [C:1]1([C:35]2[CH:36]=[CH:37][CH:38]=[CH:39][CH:40]=2)[CH:2]=[CH:3][C:4]([C:7]([N:9]2[CH2:10][CH2:11][N:12]([C:15]3[C:16]4[CH:32]=[C:31]([CH2:33][CH3:34])[S:30][C:17]=4[N:18]=[C:19]([NH:21][C:22](=[O:29])[CH2:23][CH2:24][C:25]([OH:27])=[O:26])[N:20]=3)[CH2:13][CH2:14]2)=[O:8])=[CH:5][CH:6]=1. (3) Given the reactants Br[C:2]1[C:10]2[C:5](=[CH:6][CH:7]=[C:8]([C:11]#[N:12])[CH:9]=2)[N:4]([CH:13]2[CH2:18][CH2:17][CH2:16][CH2:15][O:14]2)[N:3]=1.[CH3:19][O:20][C:21]1[CH:26]=[CH:25][C:24](B(O)O)=[CH:23][CH:22]=1.P([O-])([O-])([O-])=O.[K+].[K+].[K+].COCCOC, predict the reaction product. The product is: [CH3:19][O:20][C:21]1[CH:26]=[CH:25][C:24]([C:2]2[C:10]3[C:5](=[CH:6][CH:7]=[C:8]([C:11]#[N:12])[CH:9]=3)[N:4]([CH:13]3[CH2:18][CH2:17][CH2:16][CH2:15][O:14]3)[N:3]=2)=[CH:23][CH:22]=1. (4) Given the reactants [CH3:1][S:2]([N:5]1[CH2:10][CH:9]=[C:8]([C:11]2[CH:12]=[C:13]3[CH:19]=[C:18]([CH:20]4[CH2:25][CH2:24][NH:23][CH2:22][CH2:21]4)[O:17][C:14]3=[CH:15][N:16]=2)[CH2:7][CH2:6]1)(=[O:4])=[O:3].[C:26](=O)([O:32]C1C=CC([N+]([O-])=O)=CC=1)[O:27][C:28]1([CH3:31])[CH2:30][CH2:29]1, predict the reaction product. The product is: [CH3:31][C:28]1([O:27][C:26]([N:23]2[CH2:24][CH2:25][CH:20]([C:18]3[O:17][C:14]4=[CH:15][N:16]=[C:11]([C:8]5[CH2:9][CH2:10][N:5]([S:2]([CH3:1])(=[O:3])=[O:4])[CH2:6][CH:7]=5)[CH:12]=[C:13]4[CH:19]=3)[CH2:21][CH2:22]2)=[O:32])[CH2:30][CH2:29]1. (5) Given the reactants Br[C:2]1[CH:3]=[CH:4][C:5]([O:32][CH2:33][CH2:34][OH:35])=[C:6]([CH:8]2[C:13]3([C:21]4[C:16](=[CH:17][C:18]([Cl:22])=[CH:19][CH:20]=4)[NH:15][C:14]3=[O:23])[CH:12]([C:24]3[CH:29]=[CH:28][CH:27]=[C:26]([Cl:30])[CH:25]=3)[CH2:11][C:10](=[O:31])[NH:9]2)[CH:7]=1.[F-].[K+].[CH3:38][CH2:39]N(CC)CC, predict the reaction product. The product is: [Cl:22][C:18]1[CH:17]=[C:16]2[NH:15][C:14](=[O:23])[C:13]3([CH:12]([C:24]4[CH:29]=[CH:28][CH:27]=[C:26]([Cl:30])[CH:25]=4)[CH2:11][C:10](=[O:31])[NH:9][CH:8]3[C:6]3[CH:7]=[C:2]([C:38]#[CH:39])[CH:3]=[CH:4][C:5]=3[O:32][CH2:33][CH2:34][OH:35])[C:21]2=[CH:20][CH:19]=1. (6) Given the reactants [CH3:1][O:2][C:3]1[CH:4]=[C:5]([C:9]2[C:10]([N:18]3[CH2:23][CH2:22][N:21](C(OC(C)(C)C)=O)[CH2:20][CH2:19]3)=[C:11]3[CH:17]=[CH:16][NH:15][C:12]3=[N:13][CH:14]=2)[CH:6]=[CH:7][CH:8]=1.C(O)(C(F)(F)F)=O.C1(N)C(F)=C(F)C(F)=C(N)C=1F.Cl.Cl, predict the reaction product. The product is: [CH3:1][O:2][C:3]1[CH:4]=[C:5]([C:9]2[C:10]([N:18]3[CH2:23][CH2:22][NH:21][CH2:20][CH2:19]3)=[C:11]3[CH:17]=[CH:16][NH:15][C:12]3=[N:13][CH:14]=2)[CH:6]=[CH:7][CH:8]=1.